Dataset: Full USPTO retrosynthesis dataset with 1.9M reactions from patents (1976-2016). Task: Predict the reactants needed to synthesize the given product. (1) Given the product [CH:22]([N:21]1[C:17]([CH2:16][N:9]2[C:10]3[C:6](=[CH:5][C:4]([N+:1]([O-:3])=[O:2])=[CH:12][CH:11]=3)[CH:7]=[CH:8]2)=[N:18][N:19]=[N:20]1)([CH3:24])[CH3:23], predict the reactants needed to synthesize it. The reactants are: [N+:1]([C:4]1[CH:5]=[C:6]2[C:10](=[CH:11][CH:12]=1)[NH:9][CH:8]=[CH:7]2)([O-:3])=[O:2].[H-].[Na+].Cl[CH2:16][C:17]1[N:21]([CH:22]([CH3:24])[CH3:23])[N:20]=[N:19][N:18]=1.O. (2) Given the product [C:35]([C:34]1[CH:37]=[CH:38][C:31]([NH:30][C:14](=[O:15])[C:13]2[CH:17]=[CH:18][C:10]([S:9][C:6]3[CH:7]=[CH:8][C:3]([O:2][CH3:1])=[CH:4][CH:5]=3)=[C:11]([NH:19][C:20]3[C:21]4[CH:29]=[CH:28][CH:27]=[N:26][C:22]=4[N:23]=[CH:24][N:25]=3)[CH:12]=2)=[CH:32][CH:33]=1)#[N:36], predict the reactants needed to synthesize it. The reactants are: [CH3:1][O:2][C:3]1[CH:8]=[CH:7][C:6]([S:9][C:10]2[CH:18]=[CH:17][C:13]([C:14](Cl)=[O:15])=[CH:12][C:11]=2[NH:19][C:20]2[C:21]3[CH:29]=[CH:28][CH:27]=[N:26][C:22]=3[N:23]=[CH:24][N:25]=2)=[CH:5][CH:4]=1.[NH2:30][C:31]1[CH:38]=[CH:37][C:34]([C:35]#[N:36])=[CH:33][CH:32]=1.NC1C=C(O)C(C)=CC=1.C(C1C=CC2C(NC3C=C(C=CC=3SC3C=CC(OC)=CC=3)C(Cl)=O)=NC=NC=2N=1)(C)C. (3) Given the product [C:9]([N:8]1[CH:7]=[CH:6][N:5]([C:1]([CH3:3])([CH3:4])[CH3:2])[SiH:17]1[N:22]=[C:21]=[O:20])([CH3:12])([CH3:11])[CH3:10], predict the reactants needed to synthesize it. The reactants are: [C:1]([N-:5][CH:6]=[CH:7][N-:8][C:9]([CH3:12])([CH3:11])[CH3:10])([CH3:4])([CH3:3])[CH3:2].[Li+].[Li+].[Li].Cl[SiH:17](Cl)Cl.[O-:20][C:21]#[N:22].[Na+]. (4) Given the product [CH3:36][N:35]1[C:30]2=[N:31][CH:32]=[CH:33][CH:34]=[C:29]2[CH:28]=[C:27]1[C:2]#[C:1][C:3]1[N:7]2[CH:8]=[C:9]([C:12]3[CH:13]=[CH:14][C:15]([C:18]([N:20]4[CH2:21][CH2:22][O:23][CH2:24][CH2:25]4)=[O:19])=[CH:16][CH:17]=3)[CH:10]=[CH:11][C:6]2=[N:5][CH:4]=1, predict the reactants needed to synthesize it. The reactants are: [C:1]([C:3]1[N:7]2[CH:8]=[C:9]([C:12]3[CH:17]=[CH:16][C:15]([C:18]([N:20]4[CH2:25][CH2:24][O:23][CH2:22][CH2:21]4)=[O:19])=[CH:14][CH:13]=3)[CH:10]=[CH:11][C:6]2=[N:5][CH:4]=1)#[CH:2].I[C:27]1[N:35]([CH3:36])[C:30]2=[N:31][CH:32]=[CH:33][CH:34]=[C:29]2[CH:28]=1. (5) Given the product [CH2:1]([N:5]1[CH2:10][CH2:9][N:8]([C:11]([C:13]2[CH:20]=[CH:19][C:16]([CH2:17][N:21]3[CH2:26][CH2:25][O:24][CH2:23][CH2:22]3)=[CH:15][CH:14]=2)=[O:12])[CH2:7][CH2:6]1)[CH2:2][CH2:3][CH3:4], predict the reactants needed to synthesize it. The reactants are: [CH2:1]([N:5]1[CH2:10][CH2:9][N:8]([C:11]([C:13]2[CH:20]=[CH:19][C:16]([CH:17]=O)=[CH:15][CH:14]=2)=[O:12])[CH2:7][CH2:6]1)[CH2:2][CH2:3][CH3:4].[NH:21]1[CH2:26][CH2:25][O:24][CH2:23][CH2:22]1. (6) Given the product [F:21][C:18]1[CH:19]=[CH:20][C:15]([N:10]2[CH2:11][CH2:12][N:8]([C:3]3[CH:4]=[N:5][CH:6]=[CH:7][C:2]=3[CH3:1])[C:9]2=[O:13])=[CH:16][CH:17]=1, predict the reactants needed to synthesize it. The reactants are: [CH3:1][C:2]1[CH:7]=[CH:6][N:5]=[CH:4][C:3]=1[N:8]1[CH2:12][CH2:11][NH:10][C:9]1=[O:13].Br[C:15]1[CH:20]=[CH:19][C:18]([F:21])=[CH:17][CH:16]=1.N[C@@H]1CCCC[C@H]1N.C(=O)([O-])[O-].[K+].[K+]. (7) Given the product [F:1][C:2]([F:7])([F:6])[C:3]([OH:5])=[O:4].[NH2:8][C@@H:9]1[CH2:13][CH2:12][N:11]([C:14]2[N:22]=[C:21]3[C:17]([N:18]=[CH:19][N:20]3[C@@H:23]3[CH2:27][C@H:26]([NH:28][C:29](=[O:32])[CH2:30][CH3:31])[C@@H:25]([OH:33])[C@H:24]3[OH:34])=[C:16]([NH:35][CH2:36][CH:37]([C:38]3[CH:43]=[CH:42][C:41]([OH:44])=[CH:40][CH:39]=3)[C:46]3[CH:51]=[CH:50][C:49]([OH:52])=[CH:48][CH:47]=3)[N:15]=2)[CH2:10]1, predict the reactants needed to synthesize it. The reactants are: [F:1][C:2]([F:7])([F:6])[C:3]([OH:5])=[O:4].[NH2:8][C@@H:9]1[CH2:13][CH2:12][N:11]([C:14]2[N:22]=[C:21]3[C:17]([N:18]=[CH:19][N:20]3[C@@H:23]3[CH2:27][C@H:26]([NH:28][C:29](=[O:32])[CH2:30][CH3:31])[C@@H:25]([OH:33])[C@H:24]3[OH:34])=[C:16]([NH:35][CH2:36][CH:37]([C:46]3[CH:51]=[CH:50][C:49]([O:52]C)=[CH:48][CH:47]=3)[C:38]3[CH:43]=[CH:42][C:41]([O:44]C)=[CH:40][CH:39]=3)[N:15]=2)[CH2:10]1.OC1C=CC(C(C2C=CC(O)=CC=2)CNC2N=C(Cl)N=C3C=2N=CN3[C@@H]2C[C@H](NC(=O)CC)[C@@H](O)[C@H]2O)=CC=1.